Dataset: Full USPTO retrosynthesis dataset with 1.9M reactions from patents (1976-2016). Task: Predict the reactants needed to synthesize the given product. (1) Given the product [NH2:19][C@@H:14]1[CH2:15][CH2:16][CH2:17][CH2:18][N:12]([CH2:11][CH:8]2[CH2:10][CH2:9]2)[C:13]1=[O:27], predict the reactants needed to synthesize it. The reactants are: FC(F)(F)C(O)=O.[CH:8]1([CH2:11][N:12]2[CH2:18][CH2:17][CH2:16][CH2:15][C@@H:14]([NH:19]C(=O)OC(C)(C)C)[C:13]2=[O:27])[CH2:10][CH2:9]1. (2) The reactants are: [CH3:1][O:2][C:3]1[CH:4]=[C:5]([CH:11]([CH:14]=O)[C:12]#[N:13])[CH:6]=[CH:7][C:8]=1[O:9][CH3:10].[NH2:16][C:17]([O:19][CH2:20][CH3:21])=[O:18].S(=O)(=O)(O)O. Given the product [CH2:20]([O:19][C:17](=[O:18])[NH:16][CH:14]=[C:11]([C:12]#[N:13])[C:5]1[CH:6]=[CH:7][C:8]([O:9][CH3:10])=[C:3]([O:2][CH3:1])[CH:4]=1)[CH3:21], predict the reactants needed to synthesize it.